This data is from Full USPTO retrosynthesis dataset with 1.9M reactions from patents (1976-2016). The task is: Predict the reactants needed to synthesize the given product. (1) Given the product [CH3:4][C:3]1([CH2:7][OH:8])[CH2:5][O:6][C:11]([CH3:13])([CH3:12])[O:1][CH2:2]1, predict the reactants needed to synthesize it. The reactants are: [OH:1][CH2:2][C:3]([CH2:7][OH:8])([CH2:5][OH:6])[CH3:4].CO[C:11]([CH3:13])=[CH2:12].S(=O)(=O)(O)O. (2) Given the product [C:1]([O:5][C:6]([NH:8][C@@:9]([CH3:10])([C:14]1[CH:19]=[CH:18][CH:17]=[CH:16][CH:15]=1)[C:11]([N:37]1[CH2:42][CH2:41][O:40][CH2:39][CH2:38]1)=[O:13])=[O:7])([CH3:2])([CH3:3])[CH3:4], predict the reactants needed to synthesize it. The reactants are: [C:1]([O:5][C:6]([NH:8][C@@:9]([C:14]1[CH:19]=[CH:18][CH:17]=[CH:16][CH:15]=1)([C:11]([OH:13])=O)[CH3:10])=[O:7])([CH3:4])([CH3:3])[CH3:2].N1(OC(N(C)C)=[N+](C)C)C2C=CC=CC=2N=N1.[NH:37]1[CH2:42][CH2:41][O:40][CH2:39][CH2:38]1.C(N(C(C)C)CC)(C)C.